From a dataset of Reaction yield outcomes from USPTO patents with 853,638 reactions. Predict the reaction yield, written as a fraction of the theoretical maximum amount of product (1.0 means a 100% yield; for example, 0.34 means a 34% yield). (1) The reactants are [CH2:1]([O:3][C:4](=[O:18])[C:5]1[CH:10]=[C:9]([N+:11]([O-:13])=[O:12])[CH:8]=[C:7]([N+:14]([O-:16])=[O:15])[C:6]=1[CH3:17])[CH3:2].CO[CH:21]([N:24]([CH3:26])[CH3:25])OC. The catalyst is CN(C=O)C. The product is [CH2:1]([O:3][C:4](=[O:18])[C:5]1[CH:10]=[C:9]([N+:11]([O-:13])=[O:12])[CH:8]=[C:7]([N+:14]([O-:16])=[O:15])[C:6]=1[CH:17]=[CH:21][N:24]([CH3:26])[CH3:25])[CH3:2]. The yield is 0.480. (2) The reactants are [C:1]([C:6]1[N:10]2[C:11]([CH3:15])=[CH:12][CH:13]=[CH:14][C:9]2=[N:8][CH:7]=1)([O:3][CH2:4][CH3:5])=[O:2].[Cl:16]N1C(=O)CCC1=O.FC(F)(F)C(O)=O.C(OCC)(=O)C. The catalyst is C(OCC)(=O)C.C([O-])(O)=O.[Na+]. The product is [C:1]([C:6]1[N:10]2[C:11]([CH2:15][Cl:16])=[CH:12][CH:13]=[CH:14][C:9]2=[N:8][CH:7]=1)([O:3][CH2:4][CH3:5])=[O:2]. The yield is 0.712. (3) The reactants are [CH2:1]([C:3]1[NH:4][C:5]([CH:8]=[O:9])=[CH:6][N:7]=1)[CH3:2].[CH2:10](I)[CH3:11].C([O-])([O-])=O.[K+].[K+].O. The catalyst is CN(C=O)C.C(Cl)Cl.CO. The product is [CH2:10]([N:4]1[C:5]([CH:8]=[O:9])=[CH:6][N:7]=[C:3]1[CH2:1][CH3:2])[CH3:11].[CH2:10]([N:7]1[CH:6]=[C:5]([CH:8]=[O:9])[N:4]=[C:3]1[CH2:1][CH3:2])[CH3:11]. The yield is 0.190. (4) The reactants are [Cl:1][C:2]1[CH:7]=[C:6]2[NH:8][C:9](=[O:29])[C:10]3([CH:15]([C:16]4[CH:21]=[CH:20][CH:19]=[C:18]([Cl:22])[CH:17]=4)[CH2:14][C:13](=[O:23])[NH:12][CH:11]3[C:24]3[CH2:28][CH2:27][CH2:26][CH:25]=3)[C:5]2=[CH:4][CH:3]=1. The catalyst is C(OCC)(=O)C.[Pt]=O. The product is [Cl:1][C:2]1[CH:7]=[C:6]2[NH:8][C:9](=[O:29])[C:10]3([CH:15]([C:16]4[CH:21]=[CH:20][CH:19]=[C:18]([Cl:22])[CH:17]=4)[CH2:14][C:13](=[O:23])[NH:12][CH:11]3[CH:24]3[CH2:28][CH2:27][CH2:26][CH2:25]3)[C:5]2=[CH:4][CH:3]=1. The yield is 0.310. (5) The reactants are O1CCO[CH:2]1[CH2:6][C:7](=O)[C:8]([F:11])([F:10])[F:9].[NH2:13][C:14]1[C:18]([C:19]([O:21][CH2:22][CH:23]=[CH2:24])=[O:20])=[C:17]([NH2:25])[NH:16][N:15]=1.[OH-].[K+]. The catalyst is O1CCOCC1. The product is [NH2:25][C:17]1[C:18]([C:19]([O:21][CH2:22][CH:23]=[CH2:24])=[O:20])=[C:14]2[N:13]=[C:7]([C:8]([F:9])([F:10])[F:11])[CH:6]=[CH:2][N:15]2[N:16]=1. The yield is 0.790.